From a dataset of Retrosynthesis with 50K atom-mapped reactions and 10 reaction types from USPTO. Predict the reactants needed to synthesize the given product. (1) The reactants are: C=O.c1ccc2c(c1)C1CCNCC2C1. Given the product CN1CCC2CC(C1)c1ccccc12, predict the reactants needed to synthesize it. (2) Given the product COC(=O)[C@H](OC1=C(C(=O)c2ccc(C(C)C)cc2)[C@H](c2ccc(OC(F)(F)F)cc2)N(c2ccc(C)nn2)C1=O)c1ccccc1, predict the reactants needed to synthesize it. The reactants are: COC(=O)[C@@H](O)c1ccccc1.Cc1ccc(N2C(=O)C(O)=C(C(=O)c3ccc(C(C)C)cc3)C2c2ccc(OC(F)(F)F)cc2)nn1. (3) The reactants are: CC(C)(C)C(F)(F)c1cccc(Oc2ccc(Nc3ncnc4ccn(CCN)c34)cc2Cl)c1.CC(C)(O)CC(=O)O. Given the product CC(C)(O)CC(=O)NCCn1ccc2ncnc(Nc3ccc(Oc4cccc(C(F)(F)C(C)(C)C)c4)c(Cl)c3)c21, predict the reactants needed to synthesize it. (4) Given the product COc1cc2ncnc(Nc3cccc(Cl)c3F)c2cc1CN(C)C1(C(N)=O)CCN(S(C)(=O)=O)CC1, predict the reactants needed to synthesize it. The reactants are: COc1cc2ncnc(Nc3cccc(Cl)c3F)c2cc1CN(C)C1(C(N)=O)CCNCC1.CS(=O)(=O)Cl. (5) Given the product CCC(NC(=O)c1ccccc1Cl)C(=O)O, predict the reactants needed to synthesize it. The reactants are: CCC(N)C(=O)O.O=C(Cl)c1ccccc1Cl. (6) Given the product Cc1ccc(Oc2ccc3nc(NC(=O)CN4CCN(C)CC4)sc3c2)cc1NC(=O)c1cccc(C2(C#N)CC2)c1, predict the reactants needed to synthesize it. The reactants are: CN1CCNCC1.Cc1ccc(Oc2ccc3nc(NC(=O)CCl)sc3c2)cc1NC(=O)c1cccc(C2(C#N)CC2)c1.